This data is from Forward reaction prediction with 1.9M reactions from USPTO patents (1976-2016). The task is: Predict the product of the given reaction. (1) Given the reactants Cl[C:2]1[N:7]=[C:6]([C:8]2[CH:13]=[CH:12][C:11]([Cl:14])=[CH:10][CH:9]=2)[CH:5]=[C:4]([CH3:15])[N:3]=1.[Br:16][C:17]1[CH:18]=[C:19](B(O)O)[CH:20]=[CH:21][CH:22]=1, predict the reaction product. The product is: [Br:16][C:17]1[CH:22]=[C:21]([C:2]2[N:7]=[C:6]([C:8]3[CH:13]=[CH:12][C:11]([Cl:14])=[CH:10][CH:9]=3)[CH:5]=[C:4]([CH3:15])[N:3]=2)[CH:20]=[CH:19][CH:18]=1. (2) Given the reactants [OH:1][C:2]1[CH:7]=[CH:6][C:5]([CH2:8][CH2:9][CH2:10][C:11]([OH:13])=[O:12])=[CH:4][CH:3]=1.C(=O)([O-])[O-].[K+].[K+].[CH2:20](Br)[C:21]1[CH:26]=[CH:25][CH:24]=[CH:23][CH:22]=1, predict the reaction product. The product is: [OH:1][C:2]1[CH:3]=[CH:4][C:5]([CH2:8][CH2:9][CH2:10][C:11]([O:13][CH2:20][C:21]2[CH:26]=[CH:25][CH:24]=[CH:23][CH:22]=2)=[O:12])=[CH:6][CH:7]=1. (3) Given the reactants C([O:4][B:5](OC(C)C)[O:6]C(C)C)(C)C.Br[C:15]1[CH:20]=[CH:19][C:18]([S:21]([N:24]2[CH2:29][CH2:28][N:27]([CH3:30])[CH2:26][CH2:25]2)(=[O:23])=[O:22])=[CH:17][CH:16]=1.O1CCCC1.C([Li])CCC, predict the reaction product. The product is: [CH3:30][N:27]1[CH2:28][CH2:29][N:24]([S:21]([C:18]2[CH:19]=[CH:20][C:15]([B:5]([OH:6])[OH:4])=[CH:16][CH:17]=2)(=[O:23])=[O:22])[CH2:25][CH2:26]1. (4) Given the reactants [F:1][C:2]1[C:3]([OH:13])=[CH:4][CH:5]=[C:6]2[C:11]=1[N:10]=[C:9]([CH3:12])[CH:8]=[CH:7]2.C(=O)([O-])[O-].[K+].[K+].Br[CH2:21][CH2:22][O:23][CH3:24], predict the reaction product. The product is: [F:1][C:2]1[C:3]([O:13][CH2:21][CH2:22][O:23][CH3:24])=[CH:4][CH:5]=[C:6]2[C:11]=1[N:10]=[C:9]([CH3:12])[CH:8]=[CH:7]2. (5) The product is: [F:1][C:2]1[CH:3]=[C:4]([CH:14]([NH:16][C:17]([C:19]2[N:20]=[C:21]([O:33][C:30]3[CH:31]=[CH:32][C:27]([C:26]([F:25])([F:34])[F:35])=[CH:28][CH:29]=3)[O:22][CH:23]=2)=[O:18])[CH3:15])[CH:5]=[C:6]([F:13])[C:7]=1[NH:8][S:9]([CH3:12])(=[O:11])=[O:10]. Given the reactants [F:1][C:2]1[CH:3]=[C:4]([CH:14]([NH:16][C:17]([C:19]2[N:20]=[C:21](Cl)[O:22][CH:23]=2)=[O:18])[CH3:15])[CH:5]=[C:6]([F:13])[C:7]=1[NH:8][S:9]([CH3:12])(=[O:11])=[O:10].[F:25][C:26]([F:35])([F:34])[C:27]1[CH:32]=[CH:31][C:30]([OH:33])=[CH:29][CH:28]=1, predict the reaction product. (6) Given the reactants Cl[CH:2]([CH:15]1[CH2:20][CH2:19][CH2:18][CH2:17][CH2:16]1)[C:3]1[O:4][C:5]2[CH:12]=[CH:11][C:10]([C:13]#[N:14])=[CH:9][C:6]=2[C:7]=1[CH3:8].[NH2:21][C:22]1[CH:31]=[CH:30][C:25]([C:26]([O:28]C)=[O:27])=[CH:24][CH:23]=1.[I-].[Na+].C(=O)([O-])[O-].[Na+].[Na+].Cl.[OH-].[Li+], predict the reaction product. The product is: [C:13]([C:10]1[CH:11]=[CH:12][C:5]2[O:4][C:3]([CH:2]([NH:21][C:22]3[CH:31]=[CH:30][C:25]([C:26]([OH:28])=[O:27])=[CH:24][CH:23]=3)[CH:15]3[CH2:20][CH2:19][CH2:18][CH2:17][CH2:16]3)=[C:7]([CH3:8])[C:6]=2[CH:9]=1)#[N:14].